The task is: Predict the reaction yield, written as a fraction of the theoretical maximum amount of product (1.0 means a 100% yield; for example, 0.34 means a 34% yield).. This data is from Reaction yield outcomes from USPTO patents with 853,638 reactions. The reactants are [F:1][C:2]1[CH:3]=[C:4]2[C:9](=[CH:10][CH:11]=1)[C:8](=[O:12])[NH:7][CH:6]=[CH:5]2.[H-].[Na+].[CH3:15]I.Cl. The catalyst is CN(C=O)C. The product is [CH3:15][N:7]1[CH:6]=[CH:5][C:4]2[C:9](=[CH:10][CH:11]=[C:2]([F:1])[CH:3]=2)[C:8]1=[O:12]. The yield is 0.890.